This data is from Forward reaction prediction with 1.9M reactions from USPTO patents (1976-2016). The task is: Predict the product of the given reaction. (1) Given the reactants Cl[C:2]1[C:3]([O:8][C:9]2[CH:14]=[CH:13][C:12]([NH:15][C:16]3[S:17][C:18]4[CH:24]=[CH:23][CH:22]=[CH:21][C:19]=4[N:20]=3)=[CH:11][CH:10]=2)=[N:4][CH:5]=[CH:6][N:7]=1.[CH3:25][O:26][CH2:27][C@@H:28]1[CH2:32][CH2:31][CH2:30][NH:29]1, predict the reaction product. The product is: [CH3:25][O:26][CH2:27][C@@H:28]1[CH2:32][CH2:31][CH2:30][N:29]1[C:2]1[C:3]([O:8][C:9]2[CH:14]=[CH:13][C:12]([NH:15][C:16]3[S:17][C:18]4[CH:24]=[CH:23][CH:22]=[CH:21][C:19]=4[N:20]=3)=[CH:11][CH:10]=2)=[N:4][CH:5]=[CH:6][N:7]=1. (2) The product is: [C:1]([O:4][C:5]1[CH:6]=[CH:7][C:8]([C:9](=[O:11])[NH:14][C:15]2[CH:20]=[CH:19][C:18]([N:21]3[CH2:25][CH2:24][CH:23]([N:26]([CH3:28])[CH3:27])[CH2:22]3)=[CH:17][CH:16]=2)=[CH:12][CH:13]=1)(=[O:3])[CH3:2]. Given the reactants [C:1]([O:4][C:5]1[CH:13]=[CH:12][C:8]([C:9]([OH:11])=O)=[CH:7][CH:6]=1)(=[O:3])[CH3:2].[NH2:14][C:15]1[CH:20]=[CH:19][C:18]([N:21]2[CH2:25][CH2:24][CH:23]([N:26]([CH3:28])[CH3:27])[CH2:22]2)=[CH:17][CH:16]=1, predict the reaction product. (3) Given the reactants Br[C:2]1[N:3]=[C:4]([C:8]2[CH:13]=[CH:12][CH:11]=[CH:10][CH:9]=2)[NH:5][C:6]=1[Br:7].[CH3:14][O:15][C:16]1[CH:21]=[C:20](B(O)O)[CH:19]=[CH:18][N:17]=1.C(=O)([O-])[O-].[K+].[K+].COCCOC, predict the reaction product. The product is: [C:8]1([C:4]2[NH:3][C:2]([C:20]3[CH:19]=[CH:18][N:17]=[C:16]([O:15][CH3:14])[CH:21]=3)=[C:6]([Br:7])[N:5]=2)[CH:13]=[CH:12][CH:11]=[CH:10][CH:9]=1. (4) Given the reactants [Br:1][C:2]1[CH:20]=[CH:19][C:5]2[C:6]3[N:7]([CH:11]=[C:12]([C:14]4[NH:15][CH:16]=[CH:17][N:18]=4)[N:13]=3)[CH2:8][CH2:9][O:10][C:4]=2[CH:3]=1.C(=O)([O-])[O-].[Cs+].[Cs+].CN(C)C=O.[CH:32](I)([CH3:34])[CH3:33], predict the reaction product. The product is: [Br:1][C:2]1[CH:20]=[CH:19][C:5]2[C:6]3[N:7]([CH:11]=[C:12]([C:14]4[N:18]([CH:32]([CH3:34])[CH3:33])[CH:17]=[CH:16][N:15]=4)[N:13]=3)[CH2:8][CH2:9][O:10][C:4]=2[CH:3]=1. (5) Given the reactants [NH2:1][CH2:2][CH2:3][CH2:4][N:5]([C@@H:15]([C:19]1[N:28]([CH2:29][C:30]2[CH:35]=[CH:34][CH:33]=[CH:32][CH:31]=2)[C:27](=[O:36])[C:26]2[C:21](=[CH:22][C:23]([Cl:37])=[CH:24][CH:25]=2)[N:20]=1)[CH:16]([CH3:18])[CH3:17])[C:6](=[O:14])[C:7]1[CH:12]=[CH:11][C:10]([CH3:13])=[CH:9][CH:8]=1.C(N)(=O)C1C=CC=CC=1.[CH3:47][S:48]([OH:51])(=[O:50])=[O:49], predict the reaction product. The product is: [S:48]([OH:51])(=[O:50])(=[O:49])[CH3:47].[NH2:1][CH2:2][CH2:3][CH2:4][N:5]([C@@H:15]([C:19]1[N:28]([CH2:29][C:30]2[CH:31]=[CH:32][CH:33]=[CH:34][CH:35]=2)[C:27](=[O:36])[C:26]2[C:21](=[CH:22][C:23]([Cl:37])=[CH:24][CH:25]=2)[N:20]=1)[CH:16]([CH3:17])[CH3:18])[C:6](=[O:14])[C:7]1[CH:8]=[CH:9][C:10]([CH3:13])=[CH:11][CH:12]=1.